Dataset: Reaction yield outcomes from USPTO patents with 853,638 reactions. Task: Predict the reaction yield, written as a fraction of the theoretical maximum amount of product (1.0 means a 100% yield; for example, 0.34 means a 34% yield). The reactants are I[C:2]1[CH:3]=[CH:4][C:5]2[N:6]([CH:8]=[C:9]([C:11]([O:13][CH2:14][CH3:15])=[O:12])[N:10]=2)[N:7]=1.[NH2:16][C:17]1[CH:18]=[C:19]([OH:23])[CH:20]=[CH:21][CH:22]=1.C(=O)([O-])[O-].[K+].[K+].CN(C)C=O. The catalyst is O.C(OCC)(=O)C. The product is [NH2:16][C:17]1[CH:18]=[C:19]([CH:20]=[CH:21][CH:22]=1)[O:23][C:2]1[CH:3]=[CH:4][C:5]2[N:6]([CH:8]=[C:9]([C:11]([O:13][CH2:14][CH3:15])=[O:12])[N:10]=2)[N:7]=1. The yield is 0.390.